This data is from Experimentally validated miRNA-target interactions with 360,000+ pairs, plus equal number of negative samples. The task is: Binary Classification. Given a miRNA mature sequence and a target amino acid sequence, predict their likelihood of interaction. (1) The miRNA is cel-miR-61-3p with sequence UGACUAGAACCGUUACUCAUC. The protein sequence of the target gene is MSLPNTSSASEDKMCEGNRTAMASPQLLPLVVVLSSISLVTVGLNLLVLYAVRSERKLHTVGNLYIVSLSVADLIVGAVVMPMNILYLIMTKWSLGRPLCLFWLSMDYVASTASIFSVFILCIDRYRSVQQPLRYLRYRTKTRASATILGAWFLSFLWVIPILGWHHFTPLAPELREDKCETDFYNVTWFKIMTAIINFYLPTLLMLWFYVKIYKAVRRHCQHRQLTNGSLPTFLEIKLRSEDAKEGAKKPGKESPWGVQKRPSRDPTGGLDQKSTSEDPKVTSPTVFSQEGERETVTRP.... Result: 0 (no interaction). (2) The miRNA is mmu-miR-1251-5p with sequence ACUCUAGCUGCCAAAGGCGCU. The protein sequence of the target gene is MKKQRKILWRKGIHLAFSEKWNTGFGGFKKFYFHQHLCILKAKLGRPVTWNRQLRHFQGRKKALQIQKTWIKDEPLCAKTKFNVATQNVSTLSSKVKRKDAKHFISSSKTLLRLQAEKLLSSAKNSDHEYCREKNLLKAVTDFPSNSALGQANGHRPRTDPQPSDFPMKFNGESQSPGESGTIVVTLNNHKRKGFCYGCCQGPEHHRNGGPLIPKKFQLNQHRRIKLSPLMMYEKLSMIRFRYRILRSQHFRTKSKVCKLRKAQRSWVQKVTGDHQETRRENGEGGSCSPFPSPEPKDPS.... Result: 0 (no interaction). (3) The miRNA is mmu-miR-99a-5p with sequence AACCCGUAGAUCCGAUCUUGUG. The protein sequence of the target gene is MSVVGLDVGSQSCYIAVARAGGIETIANEFSDRCTPSVISFGSKNRTIGVAAKNQQITHANNTVSNFKRFHGRAFNDPFIQKEKENLSYDLVPLKNGGVGIKVMYMGEEHLFSVEQITAMLLTKLKETAENSLKKPVTDCVISVPSFFTDAERRSVLDAAQIVGLNCLRLMNDMTAVALNYGIYKQDLPSLDEKPRIVVFVDMGHSAFQVSACAFNKGKLKVLGTAFDPFLGGKNFDEKLVEHFCAEFKTKYKLDAKSKIRALLRLYQECEKLKKLMSSNSTDLPLNIECFMNDKDVSGK.... Result: 0 (no interaction).